Dataset: Retrosynthesis with 50K atom-mapped reactions and 10 reaction types from USPTO. Task: Predict the reactants needed to synthesize the given product. (1) Given the product CC(C)(C)C[C@H](N)C12OCC(C)(CO1)CO2, predict the reactants needed to synthesize it. The reactants are: CC(C)(C)C[C@H](NC(=O)OCc1ccccc1)C12OCC(C)(CO1)CO2. (2) Given the product CC(C)(C)OC(=O)N[C@H]1CN(Cc2ccccc2)C[C@@H]1c1ccc(Cl)c(Cl)c1, predict the reactants needed to synthesize it. The reactants are: CC(C)(C)OC(=O)OC(=O)OC(C)(C)C.NC1CN(Cc2ccccc2)CC1c1ccc(Cl)c(Cl)c1. (3) The reactants are: CCOC(=O)CC(C)n1cnnc1-c1ncc(Cl)cc1NS(=O)(=O)c1ccc(Cl)c(C(F)(F)F)c1. Given the product CC(CCO)n1cnnc1-c1ncc(Cl)cc1NS(=O)(=O)c1ccc(Cl)c(C(F)(F)F)c1, predict the reactants needed to synthesize it.